This data is from Catalyst prediction with 721,799 reactions and 888 catalyst types from USPTO. The task is: Predict which catalyst facilitates the given reaction. (1) Reactant: [CH:1]1([CH2:6][CH:7]([C:11]2[CH:16]=[CH:15][C:14]([C:17]#[CH:18])=[CH:13][CH:12]=2)[C:8]([OH:10])=O)[CH2:5][CH2:4][CH2:3][CH2:2]1.F[P-](F)(F)(F)(F)F.N1(O[P+](N(C)C)(N(C)C)N(C)C)C2C=CC=CC=2N=N1.C(N(CC)CC)C.[NH2:53][C:54]1[S:55][CH:56]=[CH:57][N:58]=1. Product: [CH:1]1([CH2:6][CH:7]([C:11]2[CH:16]=[CH:15][C:14]([C:17]#[CH:18])=[CH:13][CH:12]=2)[C:8]([NH:53][C:54]2[S:55][CH:56]=[CH:57][N:58]=2)=[O:10])[CH2:2][CH2:3][CH2:4][CH2:5]1. The catalyst class is: 2. (2) Reactant: [CH:1](=O)[C:2]1[C:3]([O:8][CH3:9])=[CH:4][CH:5]=[CH:6][CH:7]=1.[N+:11]([C:14]1[C:15]([NH2:21])=[C:16]([NH2:20])[CH:17]=[CH:18][CH:19]=1)([O-:13])=[O:12]. Product: [CH3:9][O:8][C:3]1[CH:4]=[CH:5][CH:6]=[CH:7][C:2]=1[C:1]1[NH:20][C:16]2[CH:17]=[CH:18][CH:19]=[C:14]([N+:11]([O-:13])=[O:12])[C:15]=2[N:21]=1. The catalyst class is: 8. (3) Reactant: [CH:1]1([N:6]2[CH2:12][C:11]([F:14])([F:13])[C:10](=[O:15])[N:9]([CH3:16])[C:8]3[CH:17]=[N:18][C:19]([NH:21][C:22]4[CH:37]=[CH:36][C:25]([C:26]([NH:28][CH:29]5[CH2:34][CH2:33][N:32]([CH3:35])[CH2:31][CH2:30]5)=[O:27])=[CH:24][C:23]=4[O:38][CH3:39])=[N:20][C:7]2=3)[CH2:5][CH2:4][CH2:3][CH2:2]1.[OH-:40].[Na+]. Product: [CH:1]1([N:6]([C:7]2[C:8]([NH:9][CH3:16])=[CH:17][N:18]=[C:19]([NH:21][C:22]3[CH:37]=[CH:36][C:25]([C:26](=[O:27])[NH:28][CH:29]4[CH2:34][CH2:33][N:32]([CH3:35])[CH2:31][CH2:30]4)=[CH:24][C:23]=3[O:38][CH3:39])[N:20]=2)[CH2:12][C:11]([F:14])([F:13])[C:10]([OH:40])=[O:15])[CH2:5][CH2:4][CH2:3][CH2:2]1. The catalyst class is: 3. (4) Reactant: [C:1]1([CH:7]2[CH2:12][CH2:11][C:10](=[O:13])[CH2:9][CH2:8]2)[CH:6]=[CH:5][CH:4]=[CH:3][CH:2]=1.[H-].[Na+].[C:16](OCC)(=[O:18])[CH3:17].O. Product: [C:16]([CH:9]1[CH2:8][CH:7]([C:1]2[CH:6]=[CH:5][CH:4]=[CH:3][CH:2]=2)[CH2:12][CH2:11][C:10]1=[O:13])(=[O:18])[CH3:17]. The catalyst class is: 48. (5) The catalyst class is: 77. Reactant: Br[C:2]1[CH:10]=[C:9]([O:11][CH3:12])[CH:8]=[C:7]2[C:3]=1[CH:4]=[CH:5][NH:6]2.C([O-])(=O)C.[K+].B1(B2OC(C)(C)C(C)(C)O2)OC(C)(C)C(C)(C)O1.Cl[C:37]1[N:42]=[C:41]([N:43]2[CH2:48][CH2:47][O:46][CH2:45][C@H:44]2[CH3:49])[CH:40]=[C:39]([C:50]2([S:56]([CH3:59])(=[O:58])=[O:57])[CH2:55][CH2:54][O:53][CH2:52][CH2:51]2)[N:38]=1.C(=O)([O-])[O-].[Na+].[Na+]. Product: [CH3:12][O:11][C:9]1[CH:8]=[C:7]2[C:3]([CH:4]=[CH:5][NH:6]2)=[C:2]([C:37]2[N:42]=[C:41]([N:43]3[CH2:48][CH2:47][O:46][CH2:45][C@H:44]3[CH3:49])[CH:40]=[C:39]([C:50]3([S:56]([CH3:59])(=[O:57])=[O:58])[CH2:51][CH2:52][O:53][CH2:54][CH2:55]3)[N:38]=2)[CH:10]=1. (6) Reactant: [I:1]Cl.[O:3]=[C:4]1[C:13]2[NH:14][CH:15]=[CH:16][C:12]=2[C:11]2[CH:10]=[CH:9][CH:8]=[CH:7][C:6]=2[NH:5]1.[CH2:17]([C:19]([O-:21])=[O:20])[CH3:18].C(O)(=O)C.[O-]S(C(F)(F)F)(=O)=O.[In+3].[O-]S(C(F)(F)F)(=O)=O.[O-]S(C(F)(F)F)(=O)=O. Product: [I:1][C:9]1[CH:8]=[CH:7][C:6]2[NH:5][C:4](=[O:3])[C:13]3[NH:14][CH:15]=[CH:16][C:12]=3[C:11]=2[CH:10]=1.[CH2:17]([C:19]([O-:21])=[O:20])[CH3:18]. The catalyst class is: 545. (7) Reactant: [NH2:1][C:2]1[CH:7]=[CH:6][C:5]([CH3:8])=[CH:4][CH:3]=1.I[C:10]1[CH:15]=[CH:14][C:13]([O:16][CH3:17])=[CH:12][CH:11]=1.CC(C)([O-])C.[Na+].C1(C(C2C=CC=CC=2)=C(P(C2CCCCC2)C2CCCCC2)C)C=CC=CC=1.[Cl-].[NH4+]. Product: [CH3:17][O:16][C:13]1[CH:14]=[CH:15][C:10]([NH:1][C:2]2[CH:7]=[CH:6][C:5]([CH3:8])=[CH:4][CH:3]=2)=[CH:11][CH:12]=1. The catalyst class is: 584.